This data is from Catalyst prediction with 721,799 reactions and 888 catalyst types from USPTO. The task is: Predict which catalyst facilitates the given reaction. (1) Reactant: [NH2:1][CH2:2][C@@H:3]1[C@H:7]2[O:8][C:9]([CH3:12])([CH3:11])[O:10][C@H:6]2[C@H:5]([N:13]2[CH:21]=[N:20][C:19]3[C:14]2=[N:15][CH:16]=[N:17][C:18]=3[NH2:22])[O:4]1.[CH:23](=O)[C:24]1[CH:29]=[CH:28][CH:27]=[CH:26][CH:25]=1.[BH-](OC(C)=O)(OC(C)=O)OC(C)=O.[Na+].C(=O)([O-])[O-].[K+].[K+]. Product: [CH2:23]([NH:1][CH2:2][C@@H:3]1[C@H:7]2[O:8][C:9]([CH3:12])([CH3:11])[O:10][C@H:6]2[C@H:5]([N:13]2[CH:21]=[N:20][C:19]3[C:14]2=[N:15][CH:16]=[N:17][C:18]=3[NH2:22])[O:4]1)[C:24]1[CH:29]=[CH:28][CH:27]=[CH:26][CH:25]=1. The catalyst class is: 5. (2) Reactant: [NH2:1][C:2]1[C:11]([C:12]#[N:13])=[C:10]([NH:14][CH2:15][C:16]2[CH:21]=[CH:20][CH:19]=[CH:18][CH:17]=2)[C:9]2[C:4](=[CH:5][CH:6]=[CH:7][CH:8]=2)[N:3]=1.[CH3:22][C:23]1[CH:24]=[C:25]([CH:29]=[CH:30][CH:31]=1)[C:26](Cl)=[O:27]. Product: [CH3:22][C:23]1[CH:24]=[C:25]([CH:29]=[CH:30][CH:31]=1)[C:26]([N:1]([C:26](=[O:27])[C:25]1[CH:29]=[CH:30][CH:31]=[C:23]([CH3:22])[CH:24]=1)[C:2]1[C:11]([C:12]#[N:13])=[C:10]([NH:14][CH2:15][C:16]2[CH:21]=[CH:20][CH:19]=[CH:18][CH:17]=2)[C:9]2[C:4](=[CH:5][CH:6]=[CH:7][CH:8]=2)[N:3]=1)=[O:27]. The catalyst class is: 17. (3) Reactant: C([O:3][C:4]([C:6]1[N:7]([C:26]2[CH:31]=[CH:30][C:29]([O:32][CH:33]([CH3:35])[CH3:34])=[CH:28][CH:27]=2)[C:8]2[C:13]([CH:14]=1)=[C:12]([NH2:15])[C:11]([C:16]1[CH:21]=[CH:20][C:19]([O:22][CH:23]([CH3:25])[CH3:24])=[CH:18][CH:17]=1)=[CH:10][CH:9]=2)=[O:5])C.[OH-].[Na+].[ClH:38]. Product: [ClH:38].[NH2:15][C:12]1[C:11]([C:16]2[CH:17]=[CH:18][C:19]([O:22][CH:23]([CH3:24])[CH3:25])=[CH:20][CH:21]=2)=[CH:10][CH:9]=[C:8]2[C:13]=1[CH:14]=[C:6]([C:4]([OH:5])=[O:3])[N:7]2[C:26]1[CH:31]=[CH:30][C:29]([O:32][CH:33]([CH3:34])[CH3:35])=[CH:28][CH:27]=1. The catalyst class is: 10. (4) Reactant: [C:1]1([N:7]=[C:8]=[O:9])[CH:6]=[CH:5][CH:4]=[CH:3][CH:2]=1.[NH2:10][CH2:11][CH2:12][O:13][C:14]1[C:24]2[CH2:23][CH2:22][N:21]([C:25](=[O:30])[C:26]([F:29])([F:28])[F:27])[CH2:20][CH2:19][C:18]=2[CH:17]=[CH:16][C:15]=1[Cl:31]. Product: [Cl:31][C:15]1[CH:16]=[CH:17][C:18]2[CH2:19][CH2:20][N:21]([C:25](=[O:30])[C:26]([F:28])([F:27])[F:29])[CH2:22][CH2:23][C:24]=2[C:14]=1[O:13][CH2:12][CH2:11][NH:10][C:8]([NH:7][C:1]1[CH:6]=[CH:5][CH:4]=[CH:3][CH:2]=1)=[O:9]. The catalyst class is: 2. (5) Reactant: [N:1]1([CH2:6][C:7]2[CH:12]=[CH:11][C:10]([C:13]3[NH:17][C:16]4[CH:18]=[CH:19][CH:20]=[C:21]([C:22]([O:24]C)=[O:23])[C:15]=4[N:14]=3)=[C:9]([C:26]([F:29])([F:28])[F:27])[CH:8]=2)[CH2:5][CH2:4][CH2:3][CH2:2]1.[Li+].[OH-]. Product: [N:1]1([CH2:6][C:7]2[CH:12]=[CH:11][C:10]([C:13]3[NH:17][C:16]4[CH:18]=[CH:19][CH:20]=[C:21]([C:22]([OH:24])=[O:23])[C:15]=4[N:14]=3)=[C:9]([C:26]([F:28])([F:27])[F:29])[CH:8]=2)[CH2:2][CH2:3][CH2:4][CH2:5]1. The catalyst class is: 20. (6) Reactant: [C:1]([O:5][C:6](=[O:15])[NH:7][CH2:8][CH:9]1[CH2:14][CH2:13][O:12][CH2:11][CH2:10]1)([CH3:4])([CH3:3])[CH3:2].[H-].[Na+].[CH3:18]I. Product: [C:1]([O:5][C:6](=[O:15])[N:7]([CH3:18])[CH2:8][CH:9]1[CH2:10][CH2:11][O:12][CH2:13][CH2:14]1)([CH3:4])([CH3:2])[CH3:3]. The catalyst class is: 1.